Dataset: NCI-60 drug combinations with 297,098 pairs across 59 cell lines. Task: Regression. Given two drug SMILES strings and cell line genomic features, predict the synergy score measuring deviation from expected non-interaction effect. (1) Drug 1: C1=CC(=CC=C1CCCC(=O)O)N(CCCl)CCCl. Drug 2: COC1=C2C(=CC3=C1OC=C3)C=CC(=O)O2. Cell line: DU-145. Synergy scores: CSS=34.8, Synergy_ZIP=-6.84, Synergy_Bliss=-4.82, Synergy_Loewe=-5.92, Synergy_HSA=-5.00. (2) Drug 1: C1=CC(=C2C(=C1NCCNCCO)C(=O)C3=C(C=CC(=C3C2=O)O)O)NCCNCCO. Drug 2: C1CNP(=O)(OC1)N(CCCl)CCCl. Cell line: CAKI-1. Synergy scores: CSS=55.7, Synergy_ZIP=11.3, Synergy_Bliss=11.7, Synergy_Loewe=-51.3, Synergy_HSA=8.15. (3) Drug 1: CC(CN1CC(=O)NC(=O)C1)N2CC(=O)NC(=O)C2. Drug 2: C(=O)(N)NO. Cell line: IGROV1. Synergy scores: CSS=20.3, Synergy_ZIP=-6.61, Synergy_Bliss=-1.65, Synergy_Loewe=-3.60, Synergy_HSA=1.03. (4) Drug 1: C1CN(CCN1C(=O)CCBr)C(=O)CCBr. Drug 2: C1CCC(C(C1)N)N.C(=O)(C(=O)[O-])[O-].[Pt+4]. Cell line: KM12. Synergy scores: CSS=39.4, Synergy_ZIP=-5.51, Synergy_Bliss=-4.17, Synergy_Loewe=0.368, Synergy_HSA=1.17. (5) Cell line: SK-MEL-2. Drug 2: C1=CN(C=N1)CC(O)(P(=O)(O)O)P(=O)(O)O. Drug 1: COC1=CC(=CC(=C1O)OC)C2C3C(COC3=O)C(C4=CC5=C(C=C24)OCO5)OC6C(C(C7C(O6)COC(O7)C8=CC=CS8)O)O. Synergy scores: CSS=4.56, Synergy_ZIP=-12.7, Synergy_Bliss=-24.8, Synergy_Loewe=-60.2, Synergy_HSA=-24.7. (6) Cell line: ACHN. Synergy scores: CSS=68.4, Synergy_ZIP=-3.07, Synergy_Bliss=-0.311, Synergy_Loewe=-19.3, Synergy_HSA=2.85. Drug 2: C1CCC(CC1)NC(=O)N(CCCl)N=O. Drug 1: COC1=CC(=CC(=C1O)OC)C2C3C(COC3=O)C(C4=CC5=C(C=C24)OCO5)OC6C(C(C7C(O6)COC(O7)C8=CC=CS8)O)O.